Dataset: NCI-60 drug combinations with 297,098 pairs across 59 cell lines. Task: Regression. Given two drug SMILES strings and cell line genomic features, predict the synergy score measuring deviation from expected non-interaction effect. (1) Drug 1: CCC1(CC2CC(C3=C(CCN(C2)C1)C4=CC=CC=C4N3)(C5=C(C=C6C(=C5)C78CCN9C7C(C=CC9)(C(C(C8N6C)(C(=O)OC)O)OC(=O)C)CC)OC)C(=O)OC)O.OS(=O)(=O)O. Drug 2: CN(CC1=CN=C2C(=N1)C(=NC(=N2)N)N)C3=CC=C(C=C3)C(=O)NC(CCC(=O)O)C(=O)O. Cell line: SNB-19. Synergy scores: CSS=56.7, Synergy_ZIP=1.02, Synergy_Bliss=1.18, Synergy_Loewe=0.608, Synergy_HSA=1.12. (2) Drug 1: CN1C(=O)N2C=NC(=C2N=N1)C(=O)N. Drug 2: N.N.Cl[Pt+2]Cl. Cell line: SW-620. Synergy scores: CSS=26.8, Synergy_ZIP=-13.5, Synergy_Bliss=-4.41, Synergy_Loewe=-1.14, Synergy_HSA=-0.858. (3) Drug 1: C1CC(=O)NC(=O)C1N2CC3=C(C2=O)C=CC=C3N. Drug 2: CCN(CC)CCCC(C)NC1=C2C=C(C=CC2=NC3=C1C=CC(=C3)Cl)OC. Cell line: COLO 205. Synergy scores: CSS=48.6, Synergy_ZIP=2.96, Synergy_Bliss=-3.25, Synergy_Loewe=-35.3, Synergy_HSA=-1.28. (4) Drug 1: CC1C(C(CC(O1)OC2CC(CC3=C2C(=C4C(=C3O)C(=O)C5=C(C4=O)C(=CC=C5)OC)O)(C(=O)C)O)N)O.Cl. Drug 2: CC1C(C(=O)NC(C(=O)N2CCCC2C(=O)N(CC(=O)N(C(C(=O)O1)C(C)C)C)C)C(C)C)NC(=O)C3=C4C(=C(C=C3)C)OC5=C(C(=O)C(=C(C5=N4)C(=O)NC6C(OC(=O)C(N(C(=O)CN(C(=O)C7CCCN7C(=O)C(NC6=O)C(C)C)C)C)C(C)C)C)N)C. Cell line: OVCAR3. Synergy scores: CSS=3.27, Synergy_ZIP=-6.40, Synergy_Bliss=-7.91, Synergy_Loewe=-9.21, Synergy_HSA=-8.75. (5) Drug 1: C1C(C(OC1N2C=NC3=C(N=C(N=C32)Cl)N)CO)O. Drug 2: CCC1=C2CN3C(=CC4=C(C3=O)COC(=O)C4(CC)O)C2=NC5=C1C=C(C=C5)O. Cell line: ACHN. Synergy scores: CSS=49.1, Synergy_ZIP=-5.84, Synergy_Bliss=-2.64, Synergy_Loewe=-10.7, Synergy_HSA=-0.651. (6) Drug 1: C1=NC2=C(N=C(N=C2N1C3C(C(C(O3)CO)O)F)Cl)N. Drug 2: CC(C)CN1C=NC2=C1C3=CC=CC=C3N=C2N. Cell line: OVCAR-8. Synergy scores: CSS=33.1, Synergy_ZIP=1.33, Synergy_Bliss=2.04, Synergy_Loewe=-14.9, Synergy_HSA=1.75.